This data is from Full USPTO retrosynthesis dataset with 1.9M reactions from patents (1976-2016). The task is: Predict the reactants needed to synthesize the given product. (1) Given the product [CH3:58][C:54]([CH3:59])([CH2:53][C:52](=[O:60])[C:49]1[CH:48]=[CH:47][C:46]([C:43]2[CH:44]=[CH:45][C:40]([NH:39][C:31]3[S:30][CH:34]=[CH:33][N:32]=3)=[CH:41][CH:42]=2)=[CH:51][CH:50]=1)[C:55]([OH:57])=[O:56], predict the reactants needed to synthesize it. The reactants are: NC1C=CC(C2C=CC(C(=O)CC(C)(C)C(OC)=O)=CC=2)=CC=1.BrC1SC=CN=1.[S:30]1[C:34]2C=CC=C[C:33]=2[N:32]=[C:31]1[NH:39][C:40]1[CH:45]=[CH:44][C:43]([C:46]2[CH:51]=[CH:50][C:49]([C:52](=[O:60])[CH2:53][C:54]([CH3:59])([CH3:58])[C:55]([OH:57])=[O:56])=[CH:48][CH:47]=2)=[CH:42][CH:41]=1. (2) Given the product [CH:14]1([N:19]2[C:24]3=[N:25][C:26]([NH:1][C:2]4[CH:3]=[CH:4][C:5]([N:8]5[CH2:13][CH2:12][CH2:11][CH2:10][CH2:9]5)=[CH:6][CH:7]=4)=[N:27][CH:28]=[C:23]3[CH2:22][NH:21][C:20]2=[O:32])[CH2:15][CH2:16][CH2:17][CH2:18]1, predict the reactants needed to synthesize it. The reactants are: [NH2:1][C:2]1[CH:7]=[CH:6][C:5]([N:8]2[CH2:13][CH2:12][CH2:11][CH2:10][CH2:9]2)=[CH:4][CH:3]=1.[CH:14]1([N:19]2[C:24]3=[N:25][C:26](S(C)=O)=[N:27][CH:28]=[C:23]3[CH2:22][NH:21][C:20]2=[O:32])[CH2:18][CH2:17][CH2:16][CH2:15]1.C12(CS(O)(=O)=O)C(C)(C)C(CC1)CC2=O.O1CCOCC1. (3) Given the product [Cl:17][C:12]1[CH:11]=[C:10]([CH:15]=[CH:14][C:13]=1[Cl:16])[CH2:9][N:7]([CH3:8])[C:6]([C:5]1[CH2:42][N:37]([CH:38]2[CH2:39][CH2:35]2)[C:3](=[O:20])[C:4]=1[OH:19])=[O:18], predict the reactants needed to synthesize it. The reactants are: CO[C:3](=[O:20])[C:4]([OH:19])=[CH:5][C:6](=[O:18])[N:7]([CH2:9][C:10]1[CH:15]=[CH:14][C:13]([Cl:16])=[C:12]([Cl:17])[CH:11]=1)[CH3:8].C=O.C1(N)CC1.ClC1C=C(C=CC=1Cl)CN(C)C([C:35]1C[N:37]([CH3:42])[C:38](=O)[C:39]=1O)=O. (4) Given the product [CH3:30][N:29]1[CH:23]2[CH2:24][CH2:25][CH2:26][CH:27]1[CH2:28][CH:21]([NH:20][C:15]([C:11]1[CH:12]=[CH:13][CH:14]=[C:8]3[O:7][C:6]([C:2]4[O:1][CH:5]=[CH:4][CH:3]=4)=[N:10][C:9]=13)=[O:17])[CH2:22]2, predict the reactants needed to synthesize it. The reactants are: [O:1]1[CH:5]=[CH:4][CH:3]=[C:2]1[C:6]1[O:7][C:8]2[C:9](=[C:11]([C:15]([OH:17])=O)[CH:12]=[CH:13][CH:14]=2)[N:10]=1.Cl.Cl.[NH2:20][CH:21]1[CH2:28][CH:27]2[N:29]([CH3:30])[CH:23]([CH2:24][CH2:25][CH2:26]2)[CH2:22]1.Cl.C(N=C=NCCCN(C)C)C.ON1C2C=CC=CC=2N=N1.C(N(CC)CC)C. (5) Given the product [F:9][C:8]([F:11])([F:10])[C:3]1[CH:4]=[CH:5][CH:6]=[CH:7][C:2]=1[C:28]([CH:30]1[CH2:33][N:32]([C:34]([O:36][C:37]([CH3:40])([CH3:39])[CH3:38])=[O:35])[CH2:31]1)=[O:29], predict the reactants needed to synthesize it. The reactants are: Br[C:2]1[CH:7]=[CH:6][CH:5]=[CH:4][C:3]=1[C:8]([F:11])([F:10])[F:9].CN(CCN(C)C)C.C([Li])(C)(C)C.CON(C)[C:28]([CH:30]1[CH2:33][N:32]([C:34]([O:36][C:37]([CH3:40])([CH3:39])[CH3:38])=[O:35])[CH2:31]1)=[O:29]. (6) Given the product [CH2:22]([N:13]([C:4]1[CH:5]=[CH:6][C:7]2[N:8]([CH2:9][CH:10]3[CH2:11][CH2:12]3)[C:36]([CH2:35][C:32]3[CH:33]=[CH:34][C:29]([O:28][CH2:26][CH3:27])=[CH:30][CH:31]=3)=[N:1][C:2]=2[CH:3]=1)[C:14](=[O:16])[CH3:15])[CH:20]=[CH2:21], predict the reactants needed to synthesize it. The reactants are: [NH2:1][C:2]1[CH:3]=[C:4]([NH:13][C:14](=[O:16])[CH3:15])[CH:5]=[CH:6][C:7]=1[NH:8][CH2:9][CH:10]1[CH2:12][CH2:11]1.CCN(C(C)C)[CH:20]([CH3:22])[CH3:21].[CH2:26]([O:28][C:29]1[CH:34]=[CH:33][C:32]([CH2:35][C:36](O)=O)=[CH:31][CH:30]=1)[CH3:27].CN(C(ON1N=NC2C=CC=NC1=2)=[N+](C)C)C.F[P-](F)(F)(F)(F)F. (7) Given the product [CH3:14][O:13][CH2:12][CH2:11][NH:10][S:7]([C:5]1[S:6][C:2]([B:18]2[O:19][C:20]([CH3:22])([CH3:21])[C:16]([CH3:32])([CH3:15])[O:17]2)=[CH:3][CH:4]=1)(=[O:9])=[O:8], predict the reactants needed to synthesize it. The reactants are: Br[C:2]1[S:6][C:5]([S:7]([NH:10][CH2:11][CH2:12][O:13][CH3:14])(=[O:9])=[O:8])=[CH:4][CH:3]=1.[CH3:15][C:16]1([CH3:32])[C:20]([CH3:22])([CH3:21])[O:19][B:18]([B:18]2[O:19][C:20]([CH3:22])([CH3:21])[C:16]([CH3:32])([CH3:15])[O:17]2)[O:17]1.CC([O-])=O.[K+]. (8) Given the product [C:5]1([O:4][C:2](=[O:3])[NH:22][CH2:21][C:20]2[CH:23]=[CH:24][CH:25]=[C:18]([O:11][C:12]3[CH:17]=[CH:16][CH:15]=[CH:14][CH:13]=3)[CH:19]=2)[CH:10]=[CH:9][CH:8]=[CH:7][CH:6]=1, predict the reactants needed to synthesize it. The reactants are: Cl[C:2]([O:4][C:5]1[CH:10]=[CH:9][CH:8]=[CH:7][CH:6]=1)=[O:3].[O:11]([C:18]1[CH:19]=[C:20]([CH:23]=[CH:24][CH:25]=1)[CH2:21][NH2:22])[C:12]1[CH:17]=[CH:16][CH:15]=[CH:14][CH:13]=1.C(N(CC)CC)C. (9) Given the product [Br:7][C:8]1[CH:9]=[CH:10][C:11]([S:14]([NH:1][CH2:2][CH2:3][C:4]([NH2:6])=[O:5])(=[O:16])=[O:15])=[N:12][CH:13]=1, predict the reactants needed to synthesize it. The reactants are: [NH2:1][CH2:2][CH2:3][C:4]([NH2:6])=[O:5].[Br:7][C:8]1[CH:9]=[CH:10][C:11]([S:14](Cl)(=[O:16])=[O:15])=[N:12][CH:13]=1. (10) Given the product [F:24][C:21]1[CH:22]=[CH:23][C:18]([NH:17][C:15]2[CH:14]=[CH:13][N:12]=[C:11]([NH:10][C:7]3[CH:8]=[CH:9][C:4]([C:3]([OH:26])=[O:2])=[CH:5][CH:6]=3)[N:16]=2)=[CH:19][C:20]=1[CH3:25], predict the reactants needed to synthesize it. The reactants are: C[O:2][C:3](=[O:26])[C:4]1[CH:9]=[CH:8][C:7]([NH:10][C:11]2[N:16]=[C:15]([NH:17][C:18]3[CH:23]=[CH:22][C:21]([F:24])=[C:20]([CH3:25])[CH:19]=3)[CH:14]=[CH:13][N:12]=2)=[CH:6][CH:5]=1.[OH-].[Na+].O.O1CCOCC1.